Dataset: Forward reaction prediction with 1.9M reactions from USPTO patents (1976-2016). Task: Predict the product of the given reaction. Given the reactants C([O:5][C:6](=[O:20])[CH:7]=[CH:8][C:9]1[CH:19]=[N:18][C:12]2[NH:13][CH2:14][CH2:15][O:16][CH2:17][C:11]=2[CH:10]=1)(C)(C)C.C(O)(C(F)(F)F)=O.C(Cl)[Cl:29], predict the reaction product. The product is: [ClH:29].[N:18]1[C:12]2[NH:13][CH2:14][CH2:15][O:16][CH2:17][C:11]=2[CH:10]=[C:9]([CH:8]=[CH:7][C:6]([OH:20])=[O:5])[CH:19]=1.